Dataset: Forward reaction prediction with 1.9M reactions from USPTO patents (1976-2016). Task: Predict the product of the given reaction. (1) Given the reactants [CH:1]1([C:6]2[C:14]3[C:9](=[N:10][C:11](S(C)(=O)=O)=[N:12][C:13]=3[NH:15][CH2:16][C@H:17]([OH:19])[CH3:18])[NH:8][N:7]=2)[CH2:5][CH2:4][CH2:3][CH2:2]1.[F:24][C:25]1[CH:30]=[C:29]([F:31])[CH:28]=[CH:27][C:26]=1[OH:32].[OH-].[K+], predict the reaction product. The product is: [CH:1]1([C:6]2[C:14]3[C:9](=[N:10][C:11]([O:32][C:26]4[CH:27]=[CH:28][C:29]([F:31])=[CH:30][C:25]=4[F:24])=[N:12][C:13]=3[NH:15][CH2:16][C@H:17]([OH:19])[CH3:18])[NH:8][N:7]=2)[CH2:5][CH2:4][CH2:3][CH2:2]1. (2) The product is: [C:1]1(=[O:9])[CH2:8][CH2:7][CH2:6][CH2:5][CH2:4][CH2:3][CH2:2]1. Given the reactants [CH:1]1([OH:9])[CH2:8][CH2:7][CH2:6][CH2:5][CH2:4][CH2:3][CH2:2]1.O.C1(C)C=CC=CC=1.[OH-].[Na+], predict the reaction product. (3) The product is: [CH3:56][N:57]([CH3:62])[CH2:58][CH2:59][CH2:60][NH:61][C:33]([C:30]1[CH:31]=[CH:32][C:27]([C:24]2[CH:23]=[CH:22][C:21]([CH2:20][C@H:19]([NH:18][C:16]([C@H:13]3[CH2:12][CH2:11][C@H:10]([CH2:9][NH:8][C:6](=[O:7])[O:5][C:1]([CH3:3])([CH3:4])[CH3:2])[CH2:15][CH2:14]3)=[O:17])[C:37](=[O:55])[NH:38][C:39]3[CH:54]=[CH:53][C:42]4[NH:43][C:44]([C:46]([F:52])([F:51])[C:47]([F:48])([F:50])[F:49])=[N:45][C:41]=4[CH:40]=3)=[CH:26][CH:25]=2)=[C:28]([CH3:36])[CH:29]=1)=[O:35]. Given the reactants [C:1]([O:5][C:6]([NH:8][CH2:9][C@H:10]1[CH2:15][CH2:14][C@H:13]([C:16]([NH:18][C@H:19]([C:37](=[O:55])[NH:38][C:39]2[CH:54]=[CH:53][C:42]3[NH:43][C:44]([C:46]([F:52])([F:51])[C:47]([F:50])([F:49])[F:48])=[N:45][C:41]=3[CH:40]=2)[CH2:20][C:21]2[CH:26]=[CH:25][C:24]([C:27]3[CH:32]=[CH:31][C:30]([C:33]([OH:35])=O)=[CH:29][C:28]=3[CH3:36])=[CH:23][CH:22]=2)=[O:17])[CH2:12][CH2:11]1)=[O:7])([CH3:4])([CH3:3])[CH3:2].[CH3:56][N:57]([CH3:62])[CH2:58][CH2:59][CH2:60][NH2:61].C(N(CC)C(C)C)(C)C.C(P1(=O)OP(=O)(CCC)OP(=O)(CCC)O1)CC, predict the reaction product. (4) Given the reactants [CH2:1]([N:8]1[C:13](=[O:14])[CH2:12][C:11]([CH3:16])([CH3:15])[CH2:10][C:9]1=[O:17])[C:2]1[CH:7]=[CH:6][CH:5]=[CH:4][CH:3]=1.[Li+].C[Si]([N-][Si](C)(C)C)(C)C.[N:28](OCCC(C)C)=[O:29], predict the reaction product. The product is: [CH2:1]([N:8]1[C:13](=[O:14])[CH2:12][C:11]([CH3:15])([CH3:16])/[C:10](=[N:28]/[OH:29])/[C:9]1=[O:17])[C:2]1[CH:3]=[CH:4][CH:5]=[CH:6][CH:7]=1. (5) Given the reactants [C:1]([C:5]1[CH:10]=[C:9]([F:11])[CH:8]=[C:7]([CH:12]([O:15][CH3:16])[O:13][CH3:14])[CH:6]=1)([CH3:4])([CH3:3])[CH3:2].[C:17](=[O:19])=[O:18].Cl, predict the reaction product. The product is: [C:1]([C:5]1[CH:10]=[C:9]([F:11])[C:8]([C:17]([OH:19])=[O:18])=[C:7]([CH:12]([O:13][CH3:14])[O:15][CH3:16])[CH:6]=1)([CH3:4])([CH3:2])[CH3:3]. (6) Given the reactants [CH2:1]([O:3][C:4]([C:6]1([C:9]2[CH:14]=[CH:13][C:12]([C:15]3[CH:20]=[CH:19][C:18]([C:21]4[O:25][N:24]=[C:23]([CH3:26])[C:22]=4[NH:27][C:28]4[CH:33]=[CH:32][CH:31]=[C:30](Br)[N:29]=4)=[CH:17][CH:16]=3)=[CH:11][CH:10]=2)[CH2:8][CH2:7]1)=[O:5])[CH3:2].[C:35]([C:37]1[CH:38]=[C:39](B(O)O)[CH:40]=[CH:41][CH:42]=1)#[N:36], predict the reaction product. The product is: [CH2:1]([O:3][C:4]([C:6]1([C:9]2[CH:14]=[CH:13][C:12]([C:15]3[CH:20]=[CH:19][C:18]([C:21]4[O:25][N:24]=[C:23]([CH3:26])[C:22]=4[NH:27][C:28]4[CH:33]=[CH:32][CH:31]=[C:30]([C:41]5[CH:40]=[CH:39][CH:38]=[C:37]([C:35]#[N:36])[CH:42]=5)[N:29]=4)=[CH:17][CH:16]=3)=[CH:11][CH:10]=2)[CH2:8][CH2:7]1)=[O:5])[CH3:2]. (7) Given the reactants [CH3:1][C:2]1[CH:3]=[C:4]([C:8]2[N:9]=[C:10]3[CH:15]=[CH:14][CH:13]=[N:12][N:11]3[C:16]=2[C:17]2[CH:22]=[CH:21][N:20]=[C:19]([NH2:23])[CH:18]=2)[CH:5]=[CH:6][CH:7]=1.Cl[C:25]([O:27][CH2:28][C:29]([Cl:32])([Cl:31])[Cl:30])=[O:26].C(=O)([O-])O.[Na+], predict the reaction product. The product is: [CH3:1][C:2]1[CH:3]=[C:4]([C:8]2[N:9]=[C:10]3[CH:15]=[CH:14][CH:13]=[N:12][N:11]3[C:16]=2[C:17]2[CH:22]=[CH:21][N:20]=[C:19]([NH:23][C:25](=[O:26])[O:27][CH2:28][C:29]([Cl:32])([Cl:31])[Cl:30])[CH:18]=2)[CH:5]=[CH:6][CH:7]=1. (8) Given the reactants ClC1C=CC=C2C=1CCN2[C:11]([O:19][CH2:20][CH2:21][NH:22][CH2:23][C:24]1[CH:29]=[CH:28][CH:27]=[CH:26][CH:25]=1)([CH2:17][Cl:18])[CH:12](CC=O)O.S(=O)(=O)(O)O.[OH-].[Na+], predict the reaction product. The product is: [CH2:23]([N:22]1[CH2:21][CH2:20][O:19][CH:11]([CH2:17][Cl:18])[CH2:12]1)[C:24]1[CH:25]=[CH:26][CH:27]=[CH:28][CH:29]=1.